From a dataset of Forward reaction prediction with 1.9M reactions from USPTO patents (1976-2016). Predict the product of the given reaction. Given the reactants C([O:5][C:6](=[O:43])[C@@H:7]([NH:29][S:30]([C:33]1[C:42]2[C:37](=[CH:38][CH:39]=[CH:40][CH:41]=2)[CH:36]=[CH:35][CH:34]=1)(=[O:32])=[O:31])[CH2:8][NH:9][C:10](=[O:28])[C:11]1[CH:16]=[CH:15][C:14]([CH2:17][CH2:18][C:19](=[O:27])[NH:20][C:21]2[NH:22][CH2:23][CH2:24][CH2:25][N:26]=2)=[CH:13][CH:12]=1)(C)(C)C.FC(F)(F)C(O)=O, predict the reaction product. The product is: [C:33]1([S:30]([NH:29][C@@H:7]([CH2:8][NH:9][C:10](=[O:28])[C:11]2[CH:16]=[CH:15][C:14]([CH2:17][CH2:18][C:19](=[O:27])[NH:20][C:21]3[NH:26][CH2:25][CH2:24][CH2:23][N:22]=3)=[CH:13][CH:12]=2)[C:6]([OH:43])=[O:5])(=[O:32])=[O:31])[C:42]2[C:37](=[CH:38][CH:39]=[CH:40][CH:41]=2)[CH:36]=[CH:35][CH:34]=1.